This data is from Full USPTO retrosynthesis dataset with 1.9M reactions from patents (1976-2016). The task is: Predict the reactants needed to synthesize the given product. (1) Given the product [CH3:1][O:2][C:3]1[CH:4]=[CH:5][C:6]2[C:7]3[CH:16]=[N:15][C:14]4[C:9]([C:8]=3[C:17](=[N:21][OH:22])[C:18]=2[CH:19]=1)=[CH:10][CH:11]=[CH:12][CH:13]=4, predict the reactants needed to synthesize it. The reactants are: [CH3:1][O:2][C:3]1[CH:19]=[CH:18][C:17]2[C:8]3=[CH:9][CH:10]=[C:11]4[C:16]([N:15]=[CH:14][CH:13]=[CH:12]4)=[C:7]3[C:6](=O)[C:5]=2[CH:4]=1.[NH2:21][OH:22].Cl. (2) The reactants are: [C:1]([C:4]1[C:9]2[CH:10]=[C:11]3[N:15]([C:8]=2[CH:7]=[CH:6][N:5]=1)[CH2:14][CH2:13]/[C:12]/3=[CH:16]\[C:17]([O:19][CH2:20][CH3:21])=[O:18])([CH3:3])=[CH2:2]. Given the product [CH2:20]([O:19][C:17](=[O:18])[CH2:16][CH:12]1[C:11]2[N:15]([C:8]3[CH:7]=[CH:6][N:5]=[C:4]([CH:1]([CH3:3])[CH3:2])[C:9]=3[CH:10]=2)[CH2:14][CH2:13]1)[CH3:21], predict the reactants needed to synthesize it. (3) Given the product [CH2:11]([OH:12])[C@H:9]1[O:10][C@H:2]([O:1][C@@H:7]([C@H:5]([OH:6])[C@@H:3]([OH:4])[CH2:2][OH:1])[C@H:9]([OH:10])[CH2:11][OH:12])[C@H:3]([OH:4])[C@@H:5]([OH:6])[C@@H:7]1[OH:8], predict the reactants needed to synthesize it. The reactants are: [OH:1][CH2:2][C@@H:3]([C@H:5]([C@@H:7]([C@@H:9]([CH2:11][OH:12])[OH:10])[OH:8])[OH:6])[OH:4]. (4) Given the product [Cl:22][C:23]1[C:28]([CH3:29])=[CH:27][C:26]2[NH:30][C:5]([C:4]3[CH:7]=[CH:8][C:9]([O:10][CH2:11][CH2:12][CH2:13][N:14]4[CH2:20][CH2:19][CH2:18][N:17]([CH3:21])[CH2:16][CH2:15]4)=[C:2]([Cl:1])[CH:3]=3)=[N:31][C:25]=2[CH:24]=1, predict the reactants needed to synthesize it. The reactants are: [Cl:1][C:2]1[CH:3]=[C:4]([CH:7]=[CH:8][C:9]=1[O:10][CH2:11][CH2:12][CH2:13][N:14]1[CH2:20][CH2:19][CH2:18][N:17]([CH3:21])[CH2:16][CH2:15]1)[CH:5]=O.[Cl:22][C:23]1[CH:24]=[C:25]([NH2:31])[C:26]([NH2:30])=[CH:27][C:28]=1[CH3:29].